Dataset: Reaction yield outcomes from USPTO patents with 853,638 reactions. Task: Predict the reaction yield, written as a fraction of the theoretical maximum amount of product (1.0 means a 100% yield; for example, 0.34 means a 34% yield). The yield is 0.800. The product is [Cl:1][C:2]1[CH:3]=[C:4]([NH:9][C:10]2[C:19]3[C:14](=[CH:15][C:16]([O:40][CH3:41])=[C:17]([O:20][CH2:21][CH2:22][CH2:23][N:24]4[CH2:32][CH:31]5[CH:26]([CH2:27][NH:28][CH2:29][CH2:30]5)[CH2:25]4)[CH:18]=3)[N:13]=[CH:12][N:11]=2)[CH:5]=[CH:6][C:7]=1[F:8]. The reactants are [Cl:1][C:2]1[CH:3]=[C:4]([NH:9][C:10]2[C:19]3[C:14](=[CH:15][C:16]([O:40][CH3:41])=[C:17]([O:20][CH2:21][CH2:22][CH2:23][N:24]4[CH2:32][CH:31]5[CH:26]([CH2:27][N:28](C(OC(C)(C)C)=O)[CH2:29][CH2:30]5)[CH2:25]4)[CH:18]=3)[N:13]=[CH:12][N:11]=2)[CH:5]=[CH:6][C:7]=1[F:8].Cl. The catalyst is C(Cl)Cl.CCOC(C)=O.